From a dataset of Full USPTO retrosynthesis dataset with 1.9M reactions from patents (1976-2016). Predict the reactants needed to synthesize the given product. Given the product [CH3:1][N:2]1[C:11]2[C:6](=[CH:7][C:8]([CH:20]=[O:21])=[CH:9][CH:10]=2)[CH2:5][CH2:4][CH2:3]1, predict the reactants needed to synthesize it. The reactants are: [CH3:1][N:2]1[C:11]2[C:6](=[CH:7][CH:8]=[CH:9][CH:10]=2)[CH2:5][CH2:4][CH2:3]1.O=P(Cl)(Cl)Cl.CN([CH:20]=[O:21])C.